Binary Classification. Given a T-cell receptor sequence (or CDR3 region) and an epitope sequence, predict whether binding occurs between them. From a dataset of TCR-epitope binding with 47,182 pairs between 192 epitopes and 23,139 TCRs. (1) The epitope is RLDKVEAEV. Result: 1 (the TCR binds to the epitope). The TCR CDR3 sequence is CASSTYIRTELNTGELFF. (2) The epitope is LLLGIGILV. Result: 0 (the TCR does not bind to the epitope). The TCR CDR3 sequence is CSARPQGQTVALHF. (3) The epitope is KLMNIQQKL. The TCR CDR3 sequence is CASSKVKRRSGNTIYF. Result: 0 (the TCR does not bind to the epitope). (4) The epitope is LEPLVDLPI. The TCR CDR3 sequence is CATFSGNTGELFF. Result: 0 (the TCR does not bind to the epitope). (5) Result: 0 (the TCR does not bind to the epitope). The epitope is QYDPVAALF. The TCR CDR3 sequence is CASSQEVRSSYEQYF.